From a dataset of Reaction yield outcomes from USPTO patents with 853,638 reactions. Predict the reaction yield, written as a fraction of the theoretical maximum amount of product (1.0 means a 100% yield; for example, 0.34 means a 34% yield). (1) The reactants are [C:1]([O:5][C:6]([NH:8][CH2:9][C:10]([O:12][C@H:13]([CH3:38])[CH2:14][N:15]1[C:19]([CH3:20])=[C:18]([C:21]([O:23]CC2C=CC=CC=2)=[O:22])[C:17](=[O:31])[N:16]1[C:32]1[CH:37]=[CH:36][CH:35]=[CH:34][CH:33]=1)=[O:11])=[O:7])([CH3:4])([CH3:3])[CH3:2]. The catalyst is CO.[Pd]. The product is [C:1]([O:5][C:6]([NH:8][CH2:9][C:10]([O:12][C@H:13]([CH3:38])[CH2:14][N:15]1[C:19]([CH3:20])=[C:18]([C:21]([OH:23])=[O:22])[C:17](=[O:31])[N:16]1[C:32]1[CH:33]=[CH:34][CH:35]=[CH:36][CH:37]=1)=[O:11])=[O:7])([CH3:2])([CH3:3])[CH3:4]. The yield is 0.430. (2) The reactants are [CH3:1][C:2]1[CH:7]=[CH:6][C:5]([NH2:8])=[CH:4][C:3]=1[NH2:9].[F:10][C:11]([F:22])([F:21])[C:12](O[C:12](=[O:13])[C:11]([F:22])([F:21])[F:10])=[O:13]. The catalyst is N1C=CC=CC=1. The product is [CH3:1][C:2]1[CH:7]=[CH:6][C:5]([NH:8][C:12](=[O:13])[C:11]([F:22])([F:21])[F:10])=[CH:4][C:3]=1[NH:9][C:12](=[O:13])[C:11]([F:22])([F:10])[F:21]. The yield is 0.630. (3) The reactants are C([O:3][C:4]([C:6]1[NH:7][C:8]2[C:13]([CH:14]=1)=[CH:12][CH:11]=[C:10]([Cl:15])[CH:9]=2)=O)C.[H-].[Al+3].[Li+].[H-].[H-].[H-]. The catalyst is C(OCC)C. The product is [Cl:15][C:10]1[CH:9]=[C:8]2[C:13]([CH:14]=[C:6]([CH2:4][OH:3])[NH:7]2)=[CH:12][CH:11]=1. The yield is 1.00. (4) The reactants are C([NH:5][S:6]([C:9]1[CH:14]=[CH:13][CH:12]=[C:11]([C:15]2[CH:20]=[C:19]([C:21]3[N:26]=[C:25]([C:27]([F:30])([F:29])[F:28])[CH:24]=[C:23]([C:31]4[CH:32]=[N:33][C:34]([C:37]([F:40])([F:39])[F:38])=[CH:35][CH:36]=4)[N:22]=3)[CH:18]=[CH:17][N:16]=2)[CH:10]=1)(=[O:8])=[O:7])(C)(C)C.C(O)(C(F)(F)F)=O. The catalyst is ClCCl. The product is [F:30][C:27]([F:28])([F:29])[C:25]1[CH:24]=[C:23]([C:31]2[CH:32]=[N:33][C:34]([C:37]([F:40])([F:39])[F:38])=[CH:35][CH:36]=2)[N:22]=[C:21]([C:19]2[CH:18]=[CH:17][N:16]=[C:15]([C:11]3[CH:10]=[C:9]([S:6]([NH2:5])(=[O:8])=[O:7])[CH:14]=[CH:13][CH:12]=3)[CH:20]=2)[N:26]=1. The yield is 0.490. (5) The reactants are [OH:1][C:2]1[CH:7]=[CH:6][C:5]([C@@H:8]2[CH2:17][CH2:16][C@@:10]3([NH:14][C:13](=[O:15])[O:12][CH2:11]3)[CH2:9]2)=[CH:4][CH:3]=1.[CH2:18](O)[CH2:19][CH2:20][CH2:21][CH2:22][CH2:23][CH2:24][CH3:25].C1(P(C2C=CC=CC=2)C2C=CC=CC=2)C=CC=CC=1.N(C(OC(C)(C)C)=O)=NC(OC(C)(C)C)=O. The catalyst is C1COCC1. The product is [CH2:18]([O:1][C:2]1[CH:7]=[CH:6][C:5]([C@@H:8]2[CH2:17][CH2:16][C@@:10]3([NH:14][C:13](=[O:15])[O:12][CH2:11]3)[CH2:9]2)=[CH:4][CH:3]=1)[CH2:19][CH2:20][CH2:21][CH2:22][CH2:23][CH2:24][CH3:25]. The yield is 0.610. (6) The reactants are [CH3:1][N:2]1[C:6]([C:7]([NH:9][C:10]2[CH:11]=[C:12]([CH:29]=[CH:30][CH:31]=2)[O:13][C:14]2[CH:15]=[CH:16][C:17]([NH:20][C:21]([NH:23]C(=O)OCC)=S)=[N:18][CH:19]=2)=[O:8])=[CH:5][C:4]([CH3:32])=[N:3]1.[Cl-].O[NH3+].C([N:39](CC)C(C)C)(C)C.C(O)C. The catalyst is O.CO. The product is [NH2:23][C:21]1[N:20]=[C:17]2[CH:16]=[CH:15][C:14]([O:13][C:12]3[CH:11]=[C:10]([NH:9][C:7]([C:6]4[N:2]([CH3:1])[N:3]=[C:4]([CH3:32])[CH:5]=4)=[O:8])[CH:31]=[CH:30][CH:29]=3)=[CH:19][N:18]2[N:39]=1. The yield is 0.690. (7) The reactants are [CH3:1][O:2][C:3]([C:5]1[CH:13]=[C:12]2[C:8]([CH:9]=[CH:10][N:11]2[CH2:14][CH3:15])=[CH:7][CH:6]=1)=[O:4].O=P(Cl)(Cl)Cl.[OH-].[Na+].CN([CH:26]=[O:27])C. No catalyst specified. The product is [CH3:1][O:2][C:3]([C:5]1[CH:13]=[C:12]2[C:8]([C:9]([CH:26]=[O:27])=[CH:10][N:11]2[CH2:14][CH3:15])=[CH:7][CH:6]=1)=[O:4]. The yield is 0.960.